Dataset: Forward reaction prediction with 1.9M reactions from USPTO patents (1976-2016). Task: Predict the product of the given reaction. (1) The product is: [Br:20][C:12]1[C:13]([NH:15][S:16]([CH3:19])(=[O:17])=[O:18])=[CH:14][C:9]2[O:8][C:7]([C:21]3[CH:26]=[CH:25][C:24]([F:27])=[CH:23][CH:22]=3)=[C:6]([C:4]([OH:5])=[O:3])[C:10]=2[CH:11]=1. Given the reactants C([O:3][C:4]([C:6]1[C:10]2[CH:11]=[C:12]([Br:20])[C:13]([NH:15][S:16]([CH3:19])(=[O:18])=[O:17])=[CH:14][C:9]=2[O:8][C:7]=1[C:21]1[CH:26]=[CH:25][C:24]([F:27])=[CH:23][CH:22]=1)=[O:5])C.O[Li].O.Cl, predict the reaction product. (2) Given the reactants [OH-].[Na+].[CH3:3][C:4]1[CH:9]=[C:8]([C:10]2[CH:11]=[N:12][CH:13]=[N:14][CH:15]=2)[CH:7]=[C:6]([CH3:16])[C:5]=1[C:17]1[CH:25]=[CH:24][C:23]([F:26])=[C:22]2[C:18]=1[CH2:19][CH2:20][C@H:21]2[O:27][C:28]1[CH:41]=[CH:40][C:31]2[C@H:32]([CH2:35][C:36]([O:38]C)=[O:37])[CH2:33][O:34][C:30]=2[CH:29]=1.Cl, predict the reaction product. The product is: [CH3:3][C:4]1[CH:9]=[C:8]([C:10]2[CH:11]=[N:12][CH:13]=[N:14][CH:15]=2)[CH:7]=[C:6]([CH3:16])[C:5]=1[C:17]1[CH:25]=[CH:24][C:23]([F:26])=[C:22]2[C:18]=1[CH2:19][CH2:20][C@H:21]2[O:27][C:28]1[CH:41]=[CH:40][C:31]2[C@H:32]([CH2:35][C:36]([OH:38])=[O:37])[CH2:33][O:34][C:30]=2[CH:29]=1. (3) Given the reactants [C:1]1([C:7]2[C:11](C(F)(F)F)=[C:10]([C:16]3[S:17][C:18]4[C:28]5[C:23](=[CH:24][C:25]([CH:29]=[CH2:30])=[CH:26][CH:27]=5)[CH2:22][CH2:21][C:19]=4[N:20]=3)ON=2)C=CC=C[CH:2]=1.BrC1C=C2C(=CC=1)C1SC(CCCCC)=NC=1CC2, predict the reaction product. The product is: [CH2:10]([C:16]1[S:17][C:18]2[C:28]3[C:23](=[CH:24][C:25]([CH:29]=[CH2:30])=[CH:26][CH:27]=3)[CH2:22][CH2:21][C:19]=2[N:20]=1)[CH2:11][CH2:7][CH2:1][CH3:2]. (4) Given the reactants [F-].C([N+](CCCC)(CCCC)CCCC)CCC.[Si]([O:26][CH:27]1[CH2:30][N:29]([CH2:31][C@H:32]([O:43][C:44]2[N:49]=[CH:48][N:47]=[C:46]3[N:50]([C:53]4[CH:58]=[CH:57][CH:56]=[CH:55][C:54]=4[Cl:59])[N:51]=[CH:52][C:45]=23)[C:33]([NH:35][C:36]2[CH:41]=[CH:40][C:39]([F:42])=[CH:38][N:37]=2)=[O:34])[CH2:28]1)(C(C)(C)C)(C)C, predict the reaction product. The product is: [Cl:59][C:54]1[CH:55]=[CH:56][CH:57]=[CH:58][C:53]=1[N:50]1[C:46]2[N:47]=[CH:48][N:49]=[C:44]([O:43][C@@H:32]([CH2:31][N:29]3[CH2:30][CH:27]([OH:26])[CH2:28]3)[C:33]([NH:35][C:36]3[CH:41]=[CH:40][C:39]([F:42])=[CH:38][N:37]=3)=[O:34])[C:45]=2[CH:52]=[N:51]1. (5) Given the reactants [N+:1]([CH2:3][C:4]([O:6][CH2:7][CH3:8])=[O:5])#[C-:2].[CH2:9]1[CH2:19][CH2:18]N2C(=NCCC2)CC1.C=[O:21].[CH3:22][C:23](O)=[O:24], predict the reaction product. The product is: [C:4]([C:3]1[NH:1][CH:2]=[C:19]([C:18]([O:24][CH2:23][CH3:22])=[O:21])[CH:9]=1)([O:6][CH2:7][CH3:8])=[O:5]. (6) Given the reactants [CH3:1][C:2]1([CH3:32])[CH2:7][C:6](=O)[CH2:5][C:4]([CH3:10])([CH3:9])[P:3]1[C:11]1[CH:16]=[CH:15][CH:14]=[CH:13][C:12]=1[C:17]1[C:22]([CH:23]([CH3:25])[CH3:24])=[CH:21][C:20]([CH:26]([CH3:28])[CH3:27])=[CH:19][C:18]=1[CH:29]([CH3:31])[CH3:30].O.NN.[OH-].[K+], predict the reaction product. The product is: [CH3:32][C:2]1([CH3:1])[CH2:7][CH2:6][CH2:5][C:4]([CH3:9])([CH3:10])[P:3]1[C:11]1[CH:16]=[CH:15][CH:14]=[CH:13][C:12]=1[C:17]1[C:18]([CH:29]([CH3:30])[CH3:31])=[CH:19][C:20]([CH:26]([CH3:28])[CH3:27])=[CH:21][C:22]=1[CH:23]([CH3:25])[CH3:24].